From a dataset of Microsomal clearance measurements from AstraZeneca. Regression/Classification. Given a drug SMILES string, predict its absorption, distribution, metabolism, or excretion properties. Task type varies by dataset: regression for continuous measurements (e.g., permeability, clearance, half-life) or binary classification for categorical outcomes (e.g., BBB penetration, CYP inhibition). For this dataset (clearance_microsome_az), we predict log10(clearance) (log10 of the in vitro intrinsic clearance, CLint, in uL/min per mg of human liver microsomal protein, equivalently mL/min/g; values are censored to the assay range of 3 to 150, which is 0.477 to 2.18 on this log10 scale). (1) The compound is CN1CCN(CC(=O)N2c3ccccc3C(=O)Nc3cccnc32)CC1. The log10(clearance) is 0.480. (2) The compound is CCN(C(=O)Cc1ccc(S(C)(=O)=O)cc1)C1CCN(CC[C@@H](c2cc(C)cc(C)c2)C2CCN(S(C)(=O)=O)CC2)CC1. The log10(clearance) is 2.18. (3) The drug is CCC(NC(=O)Nc1cc(Cl)ccc1Cl)(C(F)(F)F)C(F)(F)F. The log10(clearance) is 0.870. (4) The molecule is CCN(C(=O)Cc1ccc(S(C)(=O)=O)cc1)C1CCN(CC[C@H](c2ccc(S(C)(=O)=O)cc2)c2cc(F)c(F)c(F)c2)CC1. The log10(clearance) is 1.26. (5) The drug is Cc1ccc2c(c1)c(-c1ccnc3cc(Cl)ccc13)c(C)n2CC(=O)O. The log10(clearance) is 0.600. (6) The molecule is O=C(NCC12CC3CC(CC(C3)C1)C2)c1cc(N2CCNCC2)ncc1Cl. The log10(clearance) is 1.00. (7) The compound is Cc1ccc2c(c1)c(-c1ccnc3c(Cl)cccc13)c(C)n2CC(=O)O. The log10(clearance) is 0.850. (8) The compound is C[C@@](C(=O)O[C@H]1C[N+]2(CCCc3ccncc3)CCC1CC2)(c1ccccc1)N1CCCCC1. The log10(clearance) is 1.65.